This data is from Catalyst prediction with 721,799 reactions and 888 catalyst types from USPTO. The task is: Predict which catalyst facilitates the given reaction. Reactant: [Cl:1][C:2]1[CH:25]=[C:24]([Cl:26])[CH:23]=[CH:22][C:3]=1[CH2:4][NH:5][C:6]([C:8]1[C:9]([O:19][CH2:20][CH3:21])=[N:10][N:11]([CH2:13][C:14](OCC)=[O:15])[CH:12]=1)=[O:7].O1CCCC1.[BH4-].[Na+].Cl. Product: [Cl:1][C:2]1[CH:25]=[C:24]([Cl:26])[CH:23]=[CH:22][C:3]=1[CH2:4][NH:5][C:6]([C:8]1[C:9]([O:19][CH2:20][CH3:21])=[N:10][N:11]([CH2:13][CH2:14][OH:15])[CH:12]=1)=[O:7]. The catalyst class is: 5.